Dataset: Reaction yield outcomes from USPTO patents with 853,638 reactions. Task: Predict the reaction yield, written as a fraction of the theoretical maximum amount of product (1.0 means a 100% yield; for example, 0.34 means a 34% yield). (1) The reactants are [Cl:1][C:2]1[CH:3]=[C:4]([C:8]2[CH:9]=[N:10][N:11]3[CH:16]=[CH:15][C:14]([C:17]([OH:19])=O)=[N:13][C:12]=23)[CH:5]=[CH:6][CH:7]=1.C1([C:26]2[CH:32]=[CH:31][CH:30]=[CH:29][C:27]=2[NH2:28])CCCCC1.N1[C:37]2[CH:38]=[CH:39][CH:40]=[CH:41][C:36]=2N=N1.Cl.C(N=C=NCCCN(C)C)C. The catalyst is O.CN(C)C=O. The product is [CH2:26]1[CH2:32][CH2:31][CH2:30][CH2:29][CH:27]1[NH:28][C:17]([C:14]1[CH:15]=[CH:16][N:11]2[N:10]=[C:9]([C:36]3[CH:41]=[CH:40][CH:39]=[CH:38][CH:37]=3)[C:8]([C:4]3[CH:5]=[CH:6][CH:7]=[C:2]([Cl:1])[CH:3]=3)=[C:12]2[N:13]=1)=[O:19]. The yield is 0.640. (2) The product is [C:1]([O:5][C:6]([N:8]1[CH2:13][CH2:12][N:11]([C:14]2[CH:15]=[N:16][C:17]([NH:20][C:21]3[N:22]=[CH:23][C:24]4[C:30]([CH3:31])=[C:29]([C:44]([O:46][CH2:47][CH3:48])=[CH2:45])[C:28](=[O:33])[N:27]([CH:34]5[CH2:38][CH2:37][CH2:36][CH2:35]5)[C:25]=4[N:26]=3)=[CH:18][CH:19]=2)[CH2:10][CH2:9]1)=[O:7])([CH3:4])([CH3:3])[CH3:2]. The yield is 0.780. The catalyst is C1(C)C=CC=CC=1.C1C=CC([P]([Pd]([P](C2C=CC=CC=2)(C2C=CC=CC=2)C2C=CC=CC=2)([P](C2C=CC=CC=2)(C2C=CC=CC=2)C2C=CC=CC=2)[P](C2C=CC=CC=2)(C2C=CC=CC=2)C2C=CC=CC=2)(C2C=CC=CC=2)C2C=CC=CC=2)=CC=1. The reactants are [C:1]([O:5][C:6]([N:8]1[CH2:13][CH2:12][N:11]([C:14]2[CH:15]=[N:16][C:17]([NH:20][C:21]3[N:22]=[CH:23][C:24]4[C:30]([CH3:31])=[C:29](Br)[C:28](=[O:33])[N:27]([CH:34]5[CH2:38][CH2:37][CH2:36][CH2:35]5)[C:25]=4[N:26]=3)=[CH:18][CH:19]=2)[CH2:10][CH2:9]1)=[O:7])([CH3:4])([CH3:3])[CH3:2].C([Sn](CCCC)(CCCC)[C:44]([O:46][CH2:47][CH3:48])=[CH2:45])CCC.